Dataset: Full USPTO retrosynthesis dataset with 1.9M reactions from patents (1976-2016). Task: Predict the reactants needed to synthesize the given product. Given the product [F:1][C:2]1[CH:7]=[CH:6][C:5]([C:8]2[CH:13]=[N:12][C:11]([C:14]([F:15])([F:17])[F:16])=[N:10][CH:9]=2)=[CH:4][C:3]=1[CH2:18][NH2:19], predict the reactants needed to synthesize it. The reactants are: [F:1][C:2]1[CH:7]=[CH:6][C:5]([C:8]2[CH:9]=[N:10][C:11]([C:14]([F:17])([F:16])[F:15])=[N:12][CH:13]=2)=[CH:4][C:3]=1[CH2:18][N:19]1C(=O)C2C(=CC=CC=2)C1=O.O.NN.